Dataset: Reaction yield outcomes from USPTO patents with 853,638 reactions. Task: Predict the reaction yield, written as a fraction of the theoretical maximum amount of product (1.0 means a 100% yield; for example, 0.34 means a 34% yield). (1) The reactants are Br[C:2]1[CH:7]=[CH:6][C:5]([N:8]2[CH2:13][CH2:12][CH2:11][CH:10]([OH:14])[C:9]2=[O:15])=[C:4]([F:16])[CH:3]=1.[CH3:17][S:18][C:19]1[CH:24]=[CH:23][CH:22]=[CH:21][C:20]=1B(O)O.C(=O)([O-])[O-].[Na+].[Na+]. The catalyst is O1CCCC1. The product is [F:16][C:4]1[CH:3]=[C:2]([C:20]2[CH:21]=[CH:22][CH:23]=[CH:24][C:19]=2[S:18][CH3:17])[CH:7]=[CH:6][C:5]=1[N:8]1[CH2:13][CH2:12][CH2:11][CH:10]([OH:14])[C:9]1=[O:15]. The yield is 0.880. (2) The reactants are [C:1]([N:4]1[C:13]2[C:8](=[CH:9][C:10]([C:14]3[CH:24]=[CH:23][C:17]([C:18]([O:20][CH2:21][CH3:22])=[O:19])=[CH:16][N:15]=3)=[CH:11][CH:12]=2)[C@H:7]([NH:25][C:26]2[CH:31]=[CH:30][C:29]([N+:32]([O-])=O)=[CH:28][N:27]=2)[CH2:6][C@@H:5]1[CH3:35])(=[O:3])[CH3:2].C([O-])=O.[NH4+]. The catalyst is [Pd].C(O)C. The product is [C:1]([N:4]1[C:13]2[C:8](=[CH:9][C:10]([C:14]3[CH:24]=[CH:23][C:17]([C:18]([O:20][CH2:21][CH3:22])=[O:19])=[CH:16][N:15]=3)=[CH:11][CH:12]=2)[C@H:7]([NH:25][C:26]2[CH:31]=[CH:30][C:29]([NH2:32])=[CH:28][N:27]=2)[CH2:6][C@@H:5]1[CH3:35])(=[O:3])[CH3:2]. The yield is 0.616. (3) The reactants are [Cl:1][C:2]1[CH:3]=[CH:4][C:5]([NH:8][C:9]([C:11]2[CH:16]=[C:15]([O:17]C)[CH:14]=[CH:13][C:12]=2[NH:19][C:20]([C:22]2[CH:27]=[CH:26][C:25]([C:28]#[N:29])=[CH:24][CH:23]=2)=[O:21])=[O:10])=[N:6][CH:7]=1.B(Br)(Br)Br. The catalyst is C(Cl)Cl. The product is [Cl:1][C:2]1[CH:3]=[CH:4][C:5]([NH:8][C:9]([C:11]2[C:12]([NH:19][C:20]([C:22]3[CH:27]=[CH:26][C:25]([C:28]#[N:29])=[CH:24][CH:23]=3)=[O:21])=[CH:13][CH:14]=[C:15]([OH:17])[CH:16]=2)=[O:10])=[N:6][CH:7]=1. The yield is 0.900. (4) The reactants are [CH3:1][C:2]1[C:3]([C:23](OCC)=[O:24])=[CH:4][N:5]([S:13]([C:16]2[CH:21]=[CH:20][CH:19]=[C:18]([CH3:22])[CH:17]=2)(=[O:15])=[O:14])[C:6]=1[C:7]1[CH:12]=[CH:11][CH:10]=[CH:9][CH:8]=1.[H-].C([Al+]CC(C)C)C(C)C.Cl. The catalyst is O1CCCC1.C1(C)C=CC=CC=1. The product is [CH3:1][C:2]1[C:3]([CH:23]=[O:24])=[CH:4][N:5]([S:13]([C:16]2[CH:21]=[CH:20][CH:19]=[C:18]([CH3:22])[CH:17]=2)(=[O:15])=[O:14])[C:6]=1[C:7]1[CH:8]=[CH:9][CH:10]=[CH:11][CH:12]=1. The yield is 0.800. (5) The reactants are [ClH:1].Cl.[CH3:3][C@H:4]1[C:12]2[C:11]([N:13]3[CH2:18][CH2:17][NH:16][CH2:15][CH2:14]3)=[N:10][CH:9]=[N:8][C:7]=2[C@H:6]([OH:19])[CH2:5]1.[Cl:20][C:21]1[CH:26]=[CH:25][C:24]([CH:27]([CH2:31][NH:32][CH2:33][C:34]([F:37])([F:36])[F:35])[C:28]([O-])=[O:29])=[CH:23][CH:22]=1.[K+].CCN(C(C)C)C(C)C.CN(C(ON1N=NC2C=CC=CC1=2)=[N+](C)C)C.F[P-](F)(F)(F)(F)F.Cl. The catalyst is CN(C=O)C.CCOCC. The product is [ClH:20].[ClH:1].[Cl:20][C:21]1[CH:22]=[CH:23][C:24]([CH:27]([CH2:31][NH:32][CH2:33][C:34]([F:35])([F:36])[F:37])[C:28]([N:16]2[CH2:15][CH2:14][N:13]([C:11]3[C:12]4[C@H:4]([CH3:3])[CH2:5][C@@H:6]([OH:19])[C:7]=4[N:8]=[CH:9][N:10]=3)[CH2:18][CH2:17]2)=[O:29])=[CH:25][CH:26]=1. The yield is 0.990. (6) The reactants are [CH2:1]([O:8][C@H:9]1[CH2:13][CH2:12][CH2:11][C@@H:10]1[C:14]1[NH:18][N:17]=[CH:16][CH:15]=1)[C:2]1[CH:7]=[CH:6][CH:5]=[CH:4][CH:3]=1.[O:19]1[CH:24]=[CH:23][CH2:22][CH2:21][CH2:20]1.O.C1(C)C=CC(S(O)(=O)=O)=CC=1. The catalyst is ClCCl. The product is [CH2:1]([O:8][C@H:9]1[CH2:13][CH2:12][CH2:11][C@@H:10]1[C:14]1[CH:15]=[CH:16][N:17]([CH:20]2[CH2:21][CH2:22][CH2:23][CH2:24][O:19]2)[N:18]=1)[C:2]1[CH:3]=[CH:4][CH:5]=[CH:6][CH:7]=1. The yield is 0.930.